Predict the reaction yield, written as a fraction of the theoretical maximum amount of product (1.0 means a 100% yield; for example, 0.34 means a 34% yield). From a dataset of Reaction yield outcomes from USPTO patents with 853,638 reactions. (1) The reactants are [Br:1][C:2]1[C:3]([N:17]2[CH2:22][CH2:21][C:20]([CH3:24])([CH3:23])[CH2:19][CH2:18]2)=[C:4]([C:10](=[O:16])[C:11]([O:13][CH2:14][CH3:15])=[O:12])[C:5]([CH3:9])=[N:6][C:7]=1[CH3:8].CB1N2CCC[C@@H]2C(C2C=CC=CC=2)(C2C=CC=CC=2)O1.[B]1OC2C(=CC=CC=2)O1. The catalyst is C1(C)C=CC=CC=1.CCOC(C)=O. The product is [Br:1][C:2]1[C:3]([N:17]2[CH2:18][CH2:19][C:20]([CH3:23])([CH3:24])[CH2:21][CH2:22]2)=[C:4]([C@H:10]([OH:16])[C:11]([O:13][CH2:14][CH3:15])=[O:12])[C:5]([CH3:9])=[N:6][C:7]=1[CH3:8]. The yield is 1.00. (2) The reactants are [F:1][C:2]1[CH:3]=[C:4]([OH:8])[CH:5]=[CH:6][CH:7]=1.Br[C:10]([F:17])([F:16])[C:11]([N:13]([CH3:15])[CH3:14])=[O:12].C([O-])([O-])=O.[K+].[K+].O. The catalyst is CC(N(C)C)=O.C1(C)C=CC=CC=1. The product is [F:16][C:10]([F:17])([O:8][C:4]1[CH:5]=[CH:6][CH:7]=[C:2]([F:1])[CH:3]=1)[C:11]([N:13]([CH3:15])[CH3:14])=[O:12]. The yield is 0.890. (3) The reactants are FC1C=C(C=CC=1)CN1C2C(=CC=CC=2CCC2C=CC(C(O)=O)=CC=2)CC1.[CH3:29][O:30][C:31]1[CH:32]=[C:33]([CH:56]=[CH:57][CH:58]=1)[CH2:34][N:35]1[C:43]2[C:38](=[CH:39][CH:40]=[CH:41][C:42]=2[CH2:44][CH2:45][C:46]2[CH:55]=[CH:54][C:49]([C:50]([O:52]C)=[O:51])=[CH:48][CH:47]=2)[CH:37]=[CH:36]1.[Li+].[OH-]. The catalyst is O1CCOCC1. The yield is 0.780. The product is [CH3:29][O:30][C:31]1[CH:32]=[C:33]([CH:56]=[CH:57][CH:58]=1)[CH2:34][N:35]1[C:43]2[C:38](=[CH:39][CH:40]=[CH:41][C:42]=2[CH2:44][CH2:45][C:46]2[CH:47]=[CH:48][C:49]([C:50]([OH:52])=[O:51])=[CH:54][CH:55]=2)[CH:37]=[CH:36]1. (4) The reactants are Cl[C:2]1[N:7]=[C:6]([CH:8]([CH:11]2[N:15]([CH2:16][CH3:17])[C:14]3[CH:18]=[CH:19][CH:20]=[CH:21][C:13]=3[NH:12]2)[C:9]#[N:10])[CH:5]=[CH:4][N:3]=1.[NH2:22][CH2:23][CH2:24][CH2:25][N:26]1[CH2:30][CH2:29][CH2:28][C:27]1=[O:31]. No catalyst specified. The product is [CH2:16]([N:15]1[C:14]2[CH:18]=[CH:19][CH:20]=[CH:21][C:13]=2[NH:12]/[C:11]/1=[C:8](\[C:6]1[CH:5]=[CH:4][N:3]=[C:2]([NH:22][CH2:23][CH2:24][CH2:25][N:26]2[CH2:30][CH2:29][CH2:28][C:27]2=[O:31])[N:7]=1)/[C:9]#[N:10])[CH3:17]. The yield is 0.700. (5) The reactants are [OH-].[Li+].[CH3:3][C:4]([O:7][C@H:8]([CH3:43])[C@@H:9]([C:39]([O:41]C)=[O:40])[NH:10][C:11]([C:13]1[CH:18]=[CH:17][C:16]([C:19]2[CH:24]=[CH:23][CH:22]=[C:21]([F:25])[CH:20]=2)=[CH:15][C:14]=1[NH:26][C:27]([NH:29][C:30]1[C:35]([CH3:36])=[CH:34][C:33]([CH3:37])=[CH:32][C:31]=1[CH3:38])=[O:28])=[O:12])([CH3:6])[CH3:5].CO.O. The catalyst is C1COCC1. The product is [CH3:6][C:4]([O:7][C@H:8]([CH3:43])[C@@H:9]([C:39]([OH:41])=[O:40])[NH:10][C:11]([C:13]1[CH:18]=[CH:17][C:16]([C:19]2[CH:24]=[CH:23][CH:22]=[C:21]([F:25])[CH:20]=2)=[CH:15][C:14]=1[NH:26][C:27]([NH:29][C:30]1[C:31]([CH3:38])=[CH:32][C:33]([CH3:37])=[CH:34][C:35]=1[CH3:36])=[O:28])=[O:12])([CH3:3])[CH3:5]. The yield is 0.910. (6) The reactants are [CH2:1]([N:3]1[C:7]2=[N:8][C:9]([CH2:49][CH3:50])=[C:10]([CH2:19][NH:20][C:21]([C:23]3[CH:28]=[CH:27][CH:26]=[C:25]([C:29]([NH:31][CH2:32][C:33]4[CH:34]=[C:35]([C:41]5[CH:46]=[CH:45][CH:44]=[C:43]([CH:47]=O)[CH:42]=5)[CH:36]=[C:37]([O:39][CH3:40])[CH:38]=4)=[O:30])[CH:24]=3)=[O:22])[C:11]([NH:12][CH:13]3[CH2:18][CH2:17][O:16][CH2:15][CH2:14]3)=[C:6]2[CH:5]=[N:4]1)[CH3:2].[N:51]1([C:58]([O:60][C:61]([CH3:64])([CH3:63])[CH3:62])=[O:59])[CH2:57][CH2:56][CH2:55][NH:54][CH2:53][CH2:52]1.CC(O)=O.[BH-](OC(C)=O)(OC(C)=O)OC(C)=O.[Na+]. The catalyst is C(Cl)Cl. The product is [CH2:1]([N:3]1[C:7]2=[N:8][C:9]([CH2:49][CH3:50])=[C:10]([CH2:19][NH:20][C:21]([C:23]3[CH:24]=[C:25]([C:29]([NH:31][CH2:32][C:33]4[CH:34]=[C:35]([C:41]5[CH:46]=[CH:45][CH:44]=[C:43]([CH2:47][N:54]6[CH2:55][CH2:56][CH2:57][N:51]([C:58]([O:60][C:61]([CH3:64])([CH3:63])[CH3:62])=[O:59])[CH2:52][CH2:53]6)[CH:42]=5)[CH:36]=[C:37]([O:39][CH3:40])[CH:38]=4)=[O:30])[CH:26]=[CH:27][CH:28]=3)=[O:22])[C:11]([NH:12][CH:13]3[CH2:18][CH2:17][O:16][CH2:15][CH2:14]3)=[C:6]2[CH:5]=[N:4]1)[CH3:2]. The yield is 0.790.